From a dataset of Reaction yield outcomes from USPTO patents with 853,638 reactions. Predict the reaction yield, written as a fraction of the theoretical maximum amount of product (1.0 means a 100% yield; for example, 0.34 means a 34% yield). (1) The reactants are [CH2:1]([N:3]([CH2:30][CH3:31])[C:4]([CH:6]1[C:18]2[C:17]3[C:12](=[CH:13][CH:14]=[CH:15][CH:16]=3)[N:11]([CH2:19][CH2:20][O:21]CC3C=CC=CC=3)[C:10]=2[CH2:9][CH:8]([CH3:29])[CH2:7]1)=[O:5])[CH3:2]. The catalyst is CO.[Pd]. The product is [CH2:30]([N:3]([CH2:1][CH3:2])[C:4]([CH:6]1[C:18]2[C:17]3[C:12](=[CH:13][CH:14]=[CH:15][CH:16]=3)[N:11]([CH2:19][CH2:20][OH:21])[C:10]=2[CH2:9][CH:8]([CH3:29])[CH2:7]1)=[O:5])[CH3:31]. The yield is 0.790. (2) The catalyst is CN1C(=O)CCC1.C(Cl)Cl.O.N1C=CC=CC=1. The yield is 0.636. The reactants are [NH2:1][C:2]1[C:10]2[C:5](=[N:6][CH:7]=[C:8]([Cl:25])[C:9]=2[N:11]2[CH2:16][CH2:15][CH2:14][C@@H:13]([NH:17][C:18](=[O:24])[O:19][C:20]([CH3:23])([CH3:22])[CH3:21])[CH2:12]2)[NH:4][CH:3]=1.[C:26](Cl)(=[O:29])[CH2:27][CH3:28].[Li+].[OH-]. The product is [Cl:25][C:8]1[C:9]([N:11]2[CH2:16][CH2:15][CH2:14][C@@H:13]([NH:17][C:18](=[O:24])[O:19][C:20]([CH3:21])([CH3:22])[CH3:23])[CH2:12]2)=[C:10]2[C:2]([NH:1][C:26](=[O:29])[CH2:27][CH3:28])=[CH:3][NH:4][C:5]2=[N:6][CH:7]=1. (3) The reactants are [H-].[Na+].[OH:3][C:4]1[CH:9]=[CH:8][C:7]([C:10]([C:13]2[CH:18]=[CH:17][C:16]([OH:19])=[CH:15][CH:14]=2)([CH3:12])[CH3:11])=[CH:6][CH:5]=1.CC1C=CC(S(O[CH2:31][C@@H:32]2[O:34][CH2:33]2)(=O)=O)=CC=1. The catalyst is CN(C)C=O. The product is [O:34]1[CH2:33][C@@H:32]1[CH2:31][O:3][C:4]1[CH:5]=[CH:6][C:7]([C:10]([C:13]2[CH:14]=[CH:15][C:16]([OH:19])=[CH:17][CH:18]=2)([CH3:12])[CH3:11])=[CH:8][CH:9]=1. The yield is 0.570. (4) The product is [Cl:22][C:19]1[CH:20]=[C:21]2[C:16]([C:15]([NH2:24])=[N:14][C:13]2([C:9]2[CH:10]=[CH:11][CH:12]=[C:7]([C:41]3[CH:42]=[N:37][CH:38]=[N:39][CH:40]=3)[CH:8]=2)[C:25]2[CH:30]=[CH:29][N:28]=[C:27]([C:31]([F:34])([F:33])[F:32])[CH:26]=2)=[C:17]([F:23])[CH:18]=1. No catalyst specified. The yield is 0.180. The reactants are FC(F)(F)S(O[C:7]1[CH:12]=[CH:11][CH:10]=[C:9]([C:13]2([C:25]3[CH:30]=[CH:29][N:28]=[C:27]([C:31]([F:34])([F:33])[F:32])[CH:26]=3)[C:21]3[C:16](=[C:17]([F:23])[CH:18]=[C:19]([Cl:22])[CH:20]=3)[C:15]([NH2:24])=[N:14]2)[CH:8]=1)(=O)=O.[N:37]1[CH:42]=[C:41](B(O)O)[CH:40]=[N:39][CH:38]=1.